This data is from Experimentally validated miRNA-target interactions with 360,000+ pairs, plus equal number of negative samples. The task is: Binary Classification. Given a miRNA mature sequence and a target amino acid sequence, predict their likelihood of interaction. (1) The miRNA is hsa-miR-6732-5p with sequence UAGGGGGUGGCAGGCUGGCC. The protein sequence of the target gene is MGAVTWLLPGIFLALFALTPEGGVLKKIIRHKRESGLNMTLPEENQPVVFNHIYNIKLPMGSQCSVDLESASGEKDLTPTPESSGSFQEHTVDGENQIVFTHRINIPRRACGCAAAPDVKELLSRLEELELLVSSLREQCTMGTGCCLQPAEGRLDTRPFCSGRGNFSAEGCGCVCEPGWKGPNCSEPDCPGNCNLRGQCLDGQCICDEGFTGEDCSQLACPNDCNDQGRCVNGVCVCFEGYAGPDCGLEVCPVPCSEEHGMCVDGRCVCKDGFAGEDCNEPLCLNNCYNRGRCVENECV.... Result: 0 (no interaction). (2) The miRNA is mmu-miR-1949 with sequence CUAUACCAGGAUGUCAGCAUAGUU. The protein sequence of the target gene is MGRKKIQITRIMDERNRQVTFTKRKFGLMKKAYELSVLCDCEIALIIFNSTNKLFQYASTDMDKVLLKYTEYNEPHESRTNSDIVETLRKKGLNGCDSPDPDADDSVGHSPESEDKYRKINEDIDLMISRQRLCAVPPPNFEMPVSIPVSSHNSLVYSNPVSSLGNPNLLPLAHPSLQRNSMSPGVTHRPPSAGNTGGLMGGDLTSGAGTSAGNGYGNPRNSPGLLVSPGNLNKNMQAKSPPPMNLGMNNRKPDLRVLIPPGSKNTMPSVSEDVDLLLNQRINNSQSAQSLATPVVSVAT.... Result: 0 (no interaction). (3) The miRNA is mmu-miR-6418-3p with sequence ACUGCAACCUCCUUUCUCCAGG. The protein sequence of the target gene is MAAYSYRPGPGAGPGPAAGAALPDQSFLWNVFQRVDKDRSGVISDTELQQALSNGTWTPFNPVTVRSIISMFDRENKAGVNFSEFTGVWKYITDWQNVFRTYDRDNSGMIDKNELKQALSGFGYRLSDQFHDILIRKFDRQGRGQIAFDDFIQGCIVLQRLTDIFRRYDTDQDGWIQVSYEQYLSMVFSIV. Result: 0 (no interaction). (4) The miRNA is hsa-miR-4787-5p with sequence GCGGGGGUGGCGGCGGCAUCCC. The protein sequence of the target gene is MEQTDCKPYQPLPKVKHEMDLAYTSSSDESEDGRKPRQSYNSRETLHEYNQELRMNYNSQSRKRKEVEKSTQEMEFCETSHTLCSGYQTDMHSVSRHGYQLEMGSDVDTETEGAASPDHALRMWIRGMKSEHSSCLSSRANSALSLTDTDHERKSDGENGFKFSPVCCDMEAQAGSTQDVQSSPHNQFTFRPLPPPPPPPHACTCARKPPPAADSLQRRSMTTRSQPSPAAPAPPTSTQDSVHLHNSWVLNSNIPLETRHFLFKHGSGSSAIFSAASQNYPLTSNTVYSPPPRPLPRSTF.... Result: 0 (no interaction). (5) The miRNA is mmu-miR-1843b-3p with sequence CCGAUCGUUCCCCUCCAUAC. The protein sequence of the target gene is MGRKKKKQLKPWCWYCNRDFDDEKILIQHQKAKHFKCHICHKKLYTGPGLAIHCMQVHKETIDAVPNAIPGRTDIELEIYGMEGIPEKDMDERRRLLEQKTQESQKKKQQDDSDEYDDDDSAASTSFQPQPVQPQQGYIPPMAQPGLPPVPGAPGMPPGIPPLMPGVPPLMPGMPPVMPGMPPGMMPMGGMMPPGPGIPPLMPGMPPGMPPPVPRPGIPPMTQAQAVSAPGILNRPPAPTATVPAPQPPVTKPLFPSAGQMGTPVTSSSTASSNSESLSASSKALFPSTAQAQAAVQGPV.... Result: 0 (no interaction). (6) The miRNA is mmu-miR-467h with sequence AUAAGUGUGUGCAUGUAUAUGU. The protein sequence of the target gene is MAQASLLACEGLAGVSLVPTAASKKMMLSQIASKQAENGERAGSPDVLRCSSQGHRKDSDKSRSRKDDDSLSEASHSKKTVKKVVVVEQNGSFQVKIPKNFVCEHCFGAFRSSYHLKRHILIHTGEKPFECDICDMRFIQKYHLERHKRVHSGEKPYQCERCHQCFSRTDRLLRHKRMCQGCQSKTSDGQFSL. Result: 0 (no interaction). (7) The protein sequence of the target gene is MSRIEKMSILGVRSFGIEDKDKQIITFFSPLTILVGPNGAGKTTIIECLKYICTGDFPPGTKGNTFVHDPKVAQETDVRAQIRLQFRDVNGELIAVQRSMVCTQKSKKTEFKTLEGVITRTKHGEKVSLSSKCAEIDREMISSLGVSKAVLNNVIFCHQEDSNWPLSEGKALKQKFDEIFSATRYIKALETLRQVRQTQGQKVKEYQMELKYLKQYKEKACEIRDQITSKEAQLTSSKEIVKSYENELDPLKNRLKEIEHNLSKIMKLDNEIKALDSRKKQMEKDNSELEEKMEKVFQGT.... The miRNA is hsa-miR-8080 with sequence GAAGGACACUGGUGUCAACGGCU. Result: 0 (no interaction). (8) The miRNA is mmu-miR-93-5p with sequence CAAAGUGCUGUUCGUGCAGGUAG. The protein sequence of the target gene is MRCPKCLLCLSALLTLLGLKVYIEWTSESRLSKAYPSPRGTPPSPTPANPEPTLPANLSTRLGQTIPLPFAYWNQQQWRLGSLPSGDSTETGGCQAWGAAAATEIPDFASYPKDLRRFLLSAACRSFPQWLPGGGGSQVSSCSDTDVPYLLLAVKSEPGRFAERQAVRETWGSPAPGIRLLFLLGSPVGEAGPDLDSLVAWESRRYSDLLLWDFLDVPFNQTLKDLLLLAWLGRHCPTVSFVLRAQDDAFVHTPALLAHLRALPPASARSLYLGEVFTQAMPLRKPGGPFYVPESFFEGG.... Result: 0 (no interaction).